From a dataset of Retrosynthesis with 50K atom-mapped reactions and 10 reaction types from USPTO. Predict the reactants needed to synthesize the given product. (1) Given the product COc1cc(NC(=O)CCCC(=O)O)cc(OC)c1OC, predict the reactants needed to synthesize it. The reactants are: CCOC(=O)CCCC(=O)Nc1cc(OC)c(OC)c(OC)c1. (2) Given the product CON=CNC(=O)c1ccc(C=O)cc1C, predict the reactants needed to synthesize it. The reactants are: CON=CNC(=O)c1ccc(Br)cc1C.O=C[O-]. (3) Given the product CN(C)C1(c2ccccc2)CCC(Nc2ccc3c(c2)CCC3)CC1, predict the reactants needed to synthesize it. The reactants are: CN(C)C1(c2ccccc2)CCC(=O)CC1.Nc1ccc2c(c1)CCC2. (4) The reactants are: C[S-].N#Cc1ccc(F)cc1F. Given the product CSc1cc(F)ccc1C#N, predict the reactants needed to synthesize it. (5) Given the product O=[N+]([O-])c1ccc(OC2CN3CCC2CC3)cc1, predict the reactants needed to synthesize it. The reactants are: O=[N+]([O-])c1ccc(I)cc1.OC1CN2CCC1CC2. (6) Given the product CCNc1nc2ccccc2n1-c1nc(N2CCOCC2)c2nc(CN3CCC(C(C)(C)O)CC3)n(C)c2n1, predict the reactants needed to synthesize it. The reactants are: CCN(Cc1ccccc1)c1nc2ccccc2n1-c1nc(N2CCOCC2)c2nc(CN3CCC(C(C)(C)O)CC3)n(C)c2n1. (7) The reactants are: CC(C)(C)OC(=O)C1(N)CC1.C[C@@]1(Cc2ccc(C#N)cc2)C(=O)N(c2cc(Cl)cc(Cl)c2)c2ncc(C(=O)O)n21. Given the product CC(C)(C)OC(=O)C1(NC(=O)c2cnc3n2[C@](C)(Cc2ccc(C#N)cc2)C(=O)N3c2cc(Cl)cc(Cl)c2)CC1, predict the reactants needed to synthesize it.